From a dataset of NCI-60 drug combinations with 297,098 pairs across 59 cell lines. Regression. Given two drug SMILES strings and cell line genomic features, predict the synergy score measuring deviation from expected non-interaction effect. (1) Drug 1: COC1=C(C=C2C(=C1)N=CN=C2NC3=CC(=C(C=C3)F)Cl)OCCCN4CCOCC4. Drug 2: COC1=NC(=NC2=C1N=CN2C3C(C(C(O3)CO)O)O)N. Cell line: NCI-H522. Synergy scores: CSS=35.8, Synergy_ZIP=1.00, Synergy_Bliss=1.13, Synergy_Loewe=-5.28, Synergy_HSA=2.72. (2) Drug 1: C1C(C(OC1N2C=NC3=C(N=C(N=C32)Cl)N)CO)O. Drug 2: CN1C2=C(C=C(C=C2)N(CCCl)CCCl)N=C1CCCC(=O)O.Cl. Cell line: NCIH23. Synergy scores: CSS=37.6, Synergy_ZIP=0.203, Synergy_Bliss=0.148, Synergy_Loewe=-50.3, Synergy_HSA=-0.625. (3) Drug 1: C1=CC=C(C=C1)NC(=O)CCCCCCC(=O)NO. Drug 2: COCCOC1=C(C=C2C(=C1)C(=NC=N2)NC3=CC=CC(=C3)C#C)OCCOC.Cl. Cell line: EKVX. Synergy scores: CSS=-1.72, Synergy_ZIP=-2.06, Synergy_Bliss=-1.97, Synergy_Loewe=-8.92, Synergy_HSA=-5.93. (4) Cell line: NCI-H522. Synergy scores: CSS=44.7, Synergy_ZIP=14.7, Synergy_Bliss=15.1, Synergy_Loewe=14.1, Synergy_HSA=15.1. Drug 2: CC1C(C(CC(O1)OC2CC(CC3=C2C(=C4C(=C3O)C(=O)C5=CC=CC=C5C4=O)O)(C(=O)C)O)N)O. Drug 1: CCC1(CC2CC(C3=C(CCN(C2)C1)C4=CC=CC=C4N3)(C5=C(C=C6C(=C5)C78CCN9C7C(C=CC9)(C(C(C8N6C=O)(C(=O)OC)O)OC(=O)C)CC)OC)C(=O)OC)O.OS(=O)(=O)O. (5) Drug 1: C1=NNC2=C1C(=O)NC=N2. Drug 2: N.N.Cl[Pt+2]Cl. Cell line: OVCAR-5. Synergy scores: CSS=54.5, Synergy_ZIP=0.595, Synergy_Bliss=2.90, Synergy_Loewe=-4.39, Synergy_HSA=5.36. (6) Drug 1: C1=CN(C(=O)N=C1N)C2C(C(C(O2)CO)O)O.Cl. Drug 2: CC(C)NC(=O)C1=CC=C(C=C1)CNNC.Cl. Cell line: KM12. Synergy scores: CSS=16.4, Synergy_ZIP=-9.47, Synergy_Bliss=-1.90, Synergy_Loewe=-24.9, Synergy_HSA=-3.60. (7) Cell line: DU-145. Drug 1: C1=NC2=C(N1)C(=S)N=C(N2)N. Drug 2: COC1=NC(=NC2=C1N=CN2C3C(C(C(O3)CO)O)O)N. Synergy scores: CSS=31.8, Synergy_ZIP=1.19, Synergy_Bliss=-0.111, Synergy_Loewe=-24.6, Synergy_HSA=-1.39. (8) Drug 1: C1CCN(CC1)CCOC2=CC=C(C=C2)C(=O)C3=C(SC4=C3C=CC(=C4)O)C5=CC=C(C=C5)O. Drug 2: COC1=CC(=CC(=C1O)OC)C2C3C(COC3=O)C(C4=CC5=C(C=C24)OCO5)OC6C(C(C7C(O6)COC(O7)C8=CC=CS8)O)O. Cell line: SF-295. Synergy scores: CSS=49.3, Synergy_ZIP=-0.918, Synergy_Bliss=0.153, Synergy_Loewe=-19.1, Synergy_HSA=0.272. (9) Cell line: NCI-H522. Synergy scores: CSS=8.77, Synergy_ZIP=-3.10, Synergy_Bliss=0.203, Synergy_Loewe=-8.85, Synergy_HSA=-1.64. Drug 2: C1CC(=O)NC(=O)C1N2C(=O)C3=CC=CC=C3C2=O. Drug 1: C1=NC2=C(N=C(N=C2N1C3C(C(C(O3)CO)O)F)Cl)N. (10) Drug 1: CNC(=O)C1=NC=CC(=C1)OC2=CC=C(C=C2)NC(=O)NC3=CC(=C(C=C3)Cl)C(F)(F)F. Drug 2: CCC1(C2=C(COC1=O)C(=O)N3CC4=CC5=C(C=CC(=C5CN(C)C)O)N=C4C3=C2)O.Cl. Cell line: OVCAR-8. Synergy scores: CSS=20.4, Synergy_ZIP=-2.17, Synergy_Bliss=-3.94, Synergy_Loewe=-41.2, Synergy_HSA=-10.9.